From a dataset of Forward reaction prediction with 1.9M reactions from USPTO patents (1976-2016). Predict the product of the given reaction. (1) The product is: [C:15]([N:14]1[C:10]2[C:3]3[CH:4]=[C:5]([F:9])[C:6]([F:8])=[CH:7][C:2]=3[N:20]([S:21]([C:24]3[CH:29]=[CH:28][C:27]([C:30]([F:32])([F:31])[F:33])=[CH:26][C:25]=3[O:34][CH3:35])(=[O:22])=[O:23])[C@H:19]([CH:36]3[CH2:38][CH2:37]3)[C:11]=2[CH:12]=[N:13]1)([CH3:17])([CH3:18])[CH3:16]. Given the reactants Br[C:2]1[CH:7]=[C:6]([F:8])[C:5]([F:9])=[CH:4][C:3]=1[C:10]1[N:14]([C:15]([CH3:18])([CH3:17])[CH3:16])[N:13]=[CH:12][C:11]=1[C@@H:19]([CH:36]1[CH2:38][CH2:37]1)[NH:20][S:21]([C:24]1[CH:29]=[CH:28][C:27]([C:30]([F:33])([F:32])[F:31])=[CH:26][C:25]=1[O:34][CH3:35])(=[O:23])=[O:22].CNCCNC.C(=O)([O-])[O-].[K+].[K+].[Cl-].[NH4+], predict the reaction product. (2) Given the reactants [C:1]([O:4][C:5]1[CH:20]=[C:19]([NH:21][S:22]([C:25]2[C:34]3[C:29](=[CH:30][CH:31]=[CH:32][CH:33]=3)[CH:28]=[CH:27][CH:26]=2)(=[O:24])=[O:23])[CH:18]=[CH:17][C:6]=1[C:7]([O:9]CC1C=CC=CC=1)=[O:8])(=[O:3])[CH3:2].[H][H], predict the reaction product. The product is: [C:1]([O:4][C:5]1[CH:20]=[C:19]([NH:21][S:22]([C:25]2[C:34]3[C:29](=[CH:30][CH:31]=[CH:32][CH:33]=3)[CH:28]=[CH:27][CH:26]=2)(=[O:23])=[O:24])[CH:18]=[CH:17][C:6]=1[C:7]([OH:9])=[O:8])(=[O:3])[CH3:2]. (3) Given the reactants [NH2:1][C:2]1[CH:7]=[CH:6][C:5]([OH:8])=[CH:4][CH:3]=1.CC(C)([O-])C.[K+].C1COCC1.Cl[C:21]1[CH:26]=[CH:25][N:24]=[C:23]([C:27]([NH:29][CH3:30])=[O:28])[CH:22]=1.C(=O)([O-])[O-].[K+].[K+], predict the reaction product. The product is: [CH3:30][NH:29][C:27]([C:23]1[CH:22]=[C:21]([O:8][C:5]2[CH:6]=[CH:7][C:2]([NH2:1])=[CH:3][CH:4]=2)[CH:26]=[CH:25][N:24]=1)=[O:28].